From a dataset of Catalyst prediction with 721,799 reactions and 888 catalyst types from USPTO. Predict which catalyst facilitates the given reaction. (1) The catalyst class is: 39. Product: [C:1]([O:5][C:6](=[O:27])[NH:7][C@H:8]([C:19]([N:21]1[CH2:25][CH2:24][C@H:23]([F:26])[CH2:22]1)=[O:20])[C@H:9]([CH:11]1[CH2:16][CH2:15][CH:14]([N:17]([C:28](=[O:30])[CH3:29])[CH3:18])[CH2:13][CH2:12]1)[CH3:10])([CH3:2])([CH3:3])[CH3:4]. Reactant: [C:1]([O:5][C:6](=[O:27])[NH:7][C@H:8]([C:19]([N:21]1[CH2:25][CH2:24][C@H:23]([F:26])[CH2:22]1)=[O:20])[C@H:9]([CH:11]1[CH2:16][CH2:15][CH:14]([NH:17][CH3:18])[CH2:13][CH2:12]1)[CH3:10])([CH3:4])([CH3:3])[CH3:2].[C:28](O)(=[O:30])[CH3:29].C(N(CC)C(C)C)(C)C.C1C=NC2N(O)N=NC=2C=1.CN(C(ON1N=NC2C=CC=NC1=2)=[N+](C)C)C.F[P-](F)(F)(F)(F)F. (2) Reactant: [NH3:1].[Cl:2][C:3]1[N:4]=[N:5][C:6](Cl)=[CH:7][C:8]=1[CH3:9]. Product: [Cl:2][C:3]1[N:4]=[N:5][C:6]([NH2:1])=[CH:7][C:8]=1[CH3:9]. The catalyst class is: 8.